From a dataset of Catalyst prediction with 721,799 reactions and 888 catalyst types from USPTO. Predict which catalyst facilitates the given reaction. (1) Reactant: [OH-].[Na+].C([O:5][C:6]([C:8]1[CH:12]=[C:11]([C:13]2[CH:18]=[CH:17][C:16]([NH:19][C:20]([O:22][C:23]([CH3:26])([CH3:25])[CH3:24])=[O:21])=[CH:15][N:14]=2)[N:10]([C:27]2[CH:28]=[N:29][CH:30]=[CH:31][CH:32]=2)[N:9]=1)=[O:7])C. Product: [C:23]([O:22][C:20]([NH:19][C:16]1[CH:17]=[CH:18][C:13]([C:11]2[N:10]([C:27]3[CH:28]=[N:29][CH:30]=[CH:31][CH:32]=3)[N:9]=[C:8]([C:6]([OH:7])=[O:5])[CH:12]=2)=[N:14][CH:15]=1)=[O:21])([CH3:26])([CH3:24])[CH3:25]. The catalyst class is: 8. (2) Reactant: [O:1]([C:8]1[CH:13]=[CH:12][C:11]([C:14]2[C:18]3[C:19]([NH2:23])=[N:20][CH:21]=[CH:22][C:17]=3[S:16][CH:15]=2)=[CH:10][CH:9]=1)[C:2]1[CH:7]=[CH:6][CH:5]=[CH:4][CH:3]=1.[I:24]N1C(=O)CCC1=O. Product: [I:24][C:22]1[C:17]2[S:16][CH:15]=[C:14]([C:11]3[CH:10]=[CH:9][C:8]([O:1][C:2]4[CH:3]=[CH:4][CH:5]=[CH:6][CH:7]=4)=[CH:13][CH:12]=3)[C:18]=2[C:19]([NH2:23])=[N:20][CH:21]=1. The catalyst class is: 3. (3) Reactant: [CH2:1]([N:8]1[CH:12]=[C:11]([CH2:13][OH:14])[CH:10]=[N:9]1)[C:2]1[CH:7]=[CH:6][CH:5]=[CH:4][CH:3]=1.CC(OI1(OC(C)=O)(OC(C)=O)OC(=O)C2C=CC=CC1=2)=O. Product: [CH2:1]([N:8]1[CH:12]=[C:11]([CH:13]=[O:14])[CH:10]=[N:9]1)[C:2]1[CH:3]=[CH:4][CH:5]=[CH:6][CH:7]=1. The catalyst class is: 4. (4) Reactant: [NH2:1][C:2]1[CH:7]=[CH:6][C:5]([CH:8]([CH3:12])[C:9]([OH:11])=[O:10])=[CH:4][C:3]=1[N+:13]([O-:15])=[O:14].[CH3:16][CH2:17]O.S(=O)(=O)(O)O. Product: [NH2:1][C:2]1[CH:7]=[CH:6][C:5]([CH:8]([CH3:12])[C:9]([O:11][CH2:16][CH3:17])=[O:10])=[CH:4][C:3]=1[N+:13]([O-:15])=[O:14]. The catalyst class is: 6. (5) Reactant: C([O:8][C:9]1[CH:30]=[C:29]([Cl:31])[C:12]([CH2:13][C@@H:14]2[CH2:18][CH2:17][N:16]([CH:19]3[CH2:27][CH2:26][CH2:25][C:24]4[NH:23][N:22]=[CH:21][C:20]3=4)[C:15]2=[O:28])=[C:11]([Cl:32])[CH:10]=1)C1C=CC=CC=1. Product: [Cl:31][C:29]1[CH:30]=[C:9]([OH:8])[CH:10]=[C:11]([Cl:32])[C:12]=1[CH2:13][C@@H:14]1[CH2:18][CH2:17][N:16]([CH:19]2[CH2:27][CH2:26][CH2:25][C:24]3[NH:23][N:22]=[CH:21][C:20]2=3)[C:15]1=[O:28]. The catalyst class is: 261. (6) Reactant: [CH2:1]([CH2:13]N)[CH2:2][C:3](P([O-])(O)=O)(P(O)(O)=O)[OH:4].[Na+:15].[OH-].[Na+].[N+:18]([C:21]1C=CC=[CH:26][C:22]=1C(Cl)=O)([O-])=O.[CH2:30]([CH2:42][NH2:43])[CH2:31][C:32]([P:38]([OH:41])([OH:40])=[O:39])([P:34]([OH:37])([OH:36])=[O:35])[OH:33]. Product: [NH2:18][C:21]1[CH:13]=[CH:1][C:2]([C:3]([NH2:43])=[O:4])=[CH:26][CH:22]=1.[CH2:30]([CH2:42][NH2:43])[CH2:31][C:32]([P:34]([O-:36])([OH:37])=[O:35])([P:38]([OH:41])([OH:40])=[O:39])[OH:33].[Na+:15]. The catalyst class is: 90. (7) Reactant: [CH3:1][Si:2]([CH2:5][O:6][C:7]1[CH:14]=[CH:13][C:10]([CH:11]=O)=[CH:9][CH:8]=1)([CH3:4])[CH3:3].[CH3:15][CH2:16][O:17][C:18]([CH2:20][C:21]([NH2:23])=[O:22])=[O:19].N1CCCCC1.C(O)(=O)C. Product: [NH2:23][C:21]([C:20](=[CH:11][C:10]1[CH:13]=[CH:14][C:7]([O:6][CH2:5][Si:2]([CH3:4])([CH3:3])[CH3:1])=[CH:8][CH:9]=1)[C:18]([O:17][CH2:16][CH3:15])=[O:19])=[O:22]. The catalyst class is: 93. (8) Reactant: [CH2:1]([O:5][CH2:6][CH2:7][O:8][C:9]1[CH:14]=[CH:13][C:12]([C:15]2[CH:16]=[CH:17][C:18]3[N:24]([CH2:25][CH:26]([CH3:28])[CH3:27])[CH2:23][CH2:22][C:21]([C:29]([NH:31][C:32]4[CH:37]=[CH:36][C:35]([S:38][CH2:39][C:40]5[N:41]=[N:42][N:43]([CH2:45][CH2:46][CH3:47])[CH:44]=5)=[CH:34][CH:33]=4)=[O:30])=[CH:20][C:19]=3[CH:48]=2)=[CH:11][CH:10]=1)[CH2:2][CH2:3][CH3:4].ClC1C=CC=C(C(OO)=[O:57])C=1.S([O-])([O-])(=O)=S.[Na+].[Na+]. Product: [CH2:1]([O:5][CH2:6][CH2:7][O:8][C:9]1[CH:10]=[CH:11][C:12]([C:15]2[CH:16]=[CH:17][C:18]3[N:24]([CH2:25][CH:26]([CH3:27])[CH3:28])[CH2:23][CH2:22][C:21]([C:29]([NH:31][C:32]4[CH:33]=[CH:34][C:35]([S:38]([CH2:39][C:40]5[N:41]=[N:42][N:43]([CH2:45][CH2:46][CH3:47])[CH:44]=5)=[O:57])=[CH:36][CH:37]=4)=[O:30])=[CH:20][C:19]=3[CH:48]=2)=[CH:13][CH:14]=1)[CH2:2][CH2:3][CH3:4]. The catalyst class is: 2.